From a dataset of Peptide-MHC class II binding affinity with 134,281 pairs from IEDB. Regression. Given a peptide amino acid sequence and an MHC pseudo amino acid sequence, predict their binding affinity value. This is MHC class II binding data. (1) The peptide sequence is SQDLELSWNLNGWQAY. The MHC is DRB1_0802 with pseudo-sequence DRB1_0802. The binding affinity (normalized) is 0.264. (2) The peptide sequence is YCYLATVSDLSTKAA. The MHC is DRB1_0701 with pseudo-sequence DRB1_0701. The binding affinity (normalized) is 0.663. (3) The peptide sequence is GELQIVDKIDAYFKI. The MHC is DRB1_1101 with pseudo-sequence DRB1_1101. The binding affinity (normalized) is 0.620. (4) The peptide sequence is YDKILANVSTVLTGK. The MHC is DRB1_0101 with pseudo-sequence DRB1_0101. The binding affinity (normalized) is 0.806. (5) The peptide sequence is WQSGSGGVWREMHHL. The MHC is DRB1_0404 with pseudo-sequence DRB1_0404. The binding affinity (normalized) is 0.135. (6) The peptide sequence is TVAVGLHFHEMNNGG. The MHC is DRB1_1301 with pseudo-sequence DRB1_1301. The binding affinity (normalized) is 0.332.